This data is from Forward reaction prediction with 1.9M reactions from USPTO patents (1976-2016). The task is: Predict the product of the given reaction. (1) Given the reactants [ClH:1].[N:2]1[CH:7]=[CH:6][CH:5]=[CH:4][C:3]=1[C:8]#[C:9][CH2:10][CH2:11][C:12]1[O:13][C:14]2[CH:20]=[CH:19][CH:18]=[CH:17][C:15]=2[N:16]=1, predict the reaction product. The product is: [ClH:1].[N:2]1[CH:7]=[CH:6][CH:5]=[CH:4][C:3]=1[C:8]#[C:9][CH2:10][CH2:11][C:12]1[O:13][C:14]2[CH:20]=[CH:19][CH:18]=[CH:17][C:15]=2[N:16]=1. (2) Given the reactants [N:1]1([C:7]2[CH:15]=[CH:14][C:13]([N+:16]([O-:18])=[O:17])=[CH:12][C:8]=2[C:9](Cl)=[O:10])[CH2:6][CH2:5][O:4][CH2:3][CH2:2]1.[Cl:19][C:20]1[CH:25]=[CH:24][CH:23]=[CH:22][C:21]=1[N:26]1[CH2:31][CH2:30][NH:29][CH2:28][CH2:27]1.CCN(CC)CC, predict the reaction product. The product is: [Cl:19][C:20]1[CH:25]=[CH:24][CH:23]=[CH:22][C:21]=1[N:26]1[CH2:31][CH2:30][N:29]([C:9]([C:8]2[CH:12]=[C:13]([N+:16]([O-:18])=[O:17])[CH:14]=[CH:15][C:7]=2[N:1]2[CH2:6][CH2:5][O:4][CH2:3][CH2:2]2)=[O:10])[CH2:28][CH2:27]1. (3) Given the reactants [CH:1]1([NH:7][C:8]2[CH:15]=[CH:14][C:11]([C:12]#[N:13])=[CH:10][N:9]=2)[CH2:6][CH2:5][CH2:4][CH2:3][CH2:2]1.[H][H], predict the reaction product. The product is: [NH2:13][CH2:12][C:11]1[CH:14]=[CH:15][C:8]([NH:7][CH:1]2[CH2:2][CH2:3][CH2:4][CH2:5][CH2:6]2)=[N:9][CH:10]=1. (4) Given the reactants [OH:1][CH2:2][CH2:3][CH2:4][C:5]1[CH:10]=[CH:9][N:8]=[C:7]([C:11]#[N:12])[CH:6]=1.C1C=C[NH+]=CC=1.C1C=C[NH+]=CC=1.[O-:25][Cr](O[Cr]([O-])(=O)=O)(=O)=O.O, predict the reaction product. The product is: [C:11]([C:7]1[CH:6]=[C:5]([CH2:4][CH2:3][C:2]([OH:25])=[O:1])[CH:10]=[CH:9][N:8]=1)#[N:12]. (5) Given the reactants [C:1]1([S:7][CH2:8][C:9]([OH:11])=O)[CH:6]=[CH:5][CH:4]=[CH:3][CH:2]=1.[CH2:12]([NH:14][CH:15]1[CH2:20][CH2:19][CH2:18][CH2:17][CH2:16]1)[CH3:13].ON1C2C=CC=CC=2N=N1.Cl.CN(C)CCCN=C=NCC.Cl, predict the reaction product. The product is: [CH:15]1([N:14]([CH2:12][CH3:13])[C:9](=[O:11])[CH2:8][S:7][C:1]2[CH:2]=[CH:3][CH:4]=[CH:5][CH:6]=2)[CH2:20][CH2:19][CH2:18][CH2:17][CH2:16]1. (6) Given the reactants [NH2:1][C:2]1[N:3]=[CH:4][C:5]([C:8]2[C:9]([F:19])=[C:10]([OH:18])[C:11]([CH:14]3[CH2:17][CH2:16][CH2:15]3)=[CH:12][CH:13]=2)=[N:6][CH:7]=1.[C:20]([C:24]1[CH:29]=[C:28](Cl)[N:27]=[C:26]([NH2:31])[N:25]=1)([CH3:23])([CH3:22])[CH3:21], predict the reaction product. The product is: [NH2:1][C:2]1[N:3]=[CH:4][C:5]([C:8]2[C:9]([F:19])=[C:10]([C:11]([CH:14]3[CH2:15][CH2:16][CH2:17]3)=[CH:12][CH:13]=2)[O:18][C:28]2[CH:29]=[C:24]([C:20]([CH3:22])([CH3:21])[CH3:23])[N:25]=[C:26]([NH2:31])[N:27]=2)=[N:6][CH:7]=1. (7) Given the reactants C([N:8](CC1C=CC=CC=1)[C:9]1[N:17]=[CH:16][N:15]=[C:14]2[C:10]=1[NH:11][C:12](=[O:38])[N:13]2[C:18]1[CH:19]=[CH:20][C:21]([O:33][CH2:34][CH2:35][O:36][CH3:37])=[C:22]([N:24]([CH3:32])[C:25](=[O:31])[O:26][C:27]([CH3:30])([CH3:29])[CH3:28])[CH:23]=1)C1C=CC=CC=1.Cl, predict the reaction product. The product is: [NH2:8][C:9]1[N:17]=[CH:16][N:15]=[C:14]2[C:10]=1[NH:11][C:12](=[O:38])[N:13]2[C:18]1[CH:19]=[CH:20][C:21]([O:33][CH2:34][CH2:35][O:36][CH3:37])=[C:22]([N:24]([CH3:32])[C:25](=[O:31])[O:26][C:27]([CH3:28])([CH3:29])[CH3:30])[CH:23]=1.